From a dataset of Full USPTO retrosynthesis dataset with 1.9M reactions from patents (1976-2016). Predict the reactants needed to synthesize the given product. Given the product [ClH:8].[Cl:33][C:23]1[CH:24]=[C:25]([CH2:26][N:27]2[CH2:28][CH2:29][O:30][CH2:31][CH2:32]2)[C:20]2[N:21]([C:17]([CH2:15][C:12]3[CH:13]=[CH:14][C:9]([Cl:8])=[CH:10][C:11]=3[F:35])=[C:18]([CH3:34])[N:19]=2)[N:22]=1, predict the reactants needed to synthesize it. The reactants are: C([SiH](CC)CC)C.[Cl:8][C:9]1[CH:14]=[CH:13][C:12]([C:15]([C:17]2[N:21]3[N:22]=[C:23]([Cl:33])[CH:24]=[C:25]([CH2:26][N:27]4[CH2:32][CH2:31][O:30][CH2:29][CH2:28]4)[C:20]3=[N:19][C:18]=2[CH3:34])=O)=[C:11]([F:35])[CH:10]=1.FC(F)(F)C(O)=O.